From a dataset of Catalyst prediction with 721,799 reactions and 888 catalyst types from USPTO. Predict which catalyst facilitates the given reaction. (1) Reactant: Br[C:2]1[CH:3]=[N:4][N:5]([CH:7]2[CH2:12][CH2:11][O:10][CH2:9][CH2:8]2)[CH:6]=1.[CH3:13][C:14]1([CH3:30])[C:18]([CH3:20])([CH3:19])[O:17][B:16]([B:16]2[O:17][C:18]([CH3:20])([CH3:19])[C:14]([CH3:30])([CH3:13])[O:15]2)[O:15]1.CC([O-])=O.[K+].O. Product: [O:10]1[CH2:11][CH2:12][CH:7]([N:5]2[CH:6]=[C:2]([B:16]3[O:17][C:18]([CH3:20])([CH3:19])[C:14]([CH3:30])([CH3:13])[O:15]3)[CH:3]=[N:4]2)[CH2:8][CH2:9]1. The catalyst class is: 16. (2) Reactant: [NH2:1][C:2]1[CH:10]=[CH:9][C:8]([F:11])=[CH:7][C:3]=1[C:4]([OH:6])=O.O=S(Cl)Cl.[Cl:16][C:17]1[CH:23]=[CH:22][CH:21]=[CH:20][C:18]=1[NH2:19].C(Cl)(Cl)Cl. Product: [NH2:1][C:2]1[CH:10]=[CH:9][C:8]([F:11])=[CH:7][C:3]=1[C:4]([NH:19][C:18]1[CH:20]=[CH:21][CH:22]=[CH:23][C:17]=1[Cl:16])=[O:6]. The catalyst class is: 48. (3) Reactant: [C:1]([N:4]1[C:12]2[C:7](=[C:8]([CH3:14])[CH:9]=[C:10]([CH3:13])[CH:11]=2)[CH2:6][CH2:5]1)(=[O:3])[CH3:2].[Br:15]Br. Product: [C:1]([N:4]1[C:12]2[C:7](=[C:8]([CH3:14])[C:9]([Br:15])=[C:10]([CH3:13])[CH:11]=2)[CH2:6][CH2:5]1)(=[O:3])[CH3:2]. The catalyst class is: 15. (4) Reactant: [C:1]([O:5][C:6]([N:8]([C:20]([O:22][C:23]([CH3:26])([CH3:25])[CH3:24])=[O:21])[C:9]1[C:10]([C:16]([O:18][CH3:19])=[O:17])=[N:11][C:12](Br)=[CH:13][N:14]=1)=[O:7])([CH3:4])([CH3:3])[CH3:2].C[O-].[Na+].[C:30](OCC)(=[O:32])C. Product: [C:1]([O:5][C:6]([N:8]([C:20]([O:22][C:23]([CH3:26])([CH3:25])[CH3:24])=[O:21])[C:9]1[C:10]([C:16]([O:18][CH3:19])=[O:17])=[N:11][C:12]([O:32][CH3:30])=[CH:13][N:14]=1)=[O:7])([CH3:4])([CH3:3])[CH3:2]. The catalyst class is: 5.